This data is from Full USPTO retrosynthesis dataset with 1.9M reactions from patents (1976-2016). The task is: Predict the reactants needed to synthesize the given product. (1) Given the product [C:13]([C:12](=[CH:4][C:3]1[CH:6]=[CH:7][C:8]([F:10])=[CH:9][C:2]=1[F:1])[C:11]([O:17][CH2:18][CH2:19][O:20][CH3:21])=[O:16])(=[O:14])[CH3:15], predict the reactants needed to synthesize it. The reactants are: [F:1][C:2]1[CH:9]=[C:8]([F:10])[CH:7]=[CH:6][C:3]=1[CH:4]=O.[C:11]([O:17][CH2:18][CH2:19][O:20][CH3:21])(=[O:16])[CH2:12][C:13]([CH3:15])=[O:14].N1CCCCC1.C(O)(=O)C. (2) Given the product [Cl:11][C:7]1[N:6]=[C:5]2[NH:4][C:3](=[O:12])[CH2:2][C:10]2=[CH:9][CH:8]=1, predict the reactants needed to synthesize it. The reactants are: Br[C:2]1(Br)[C:10]2[C:5](=[N:6][C:7]([Cl:11])=[CH:8][CH:9]=2)[NH:4][C:3]1=[O:12].BrC1(Br)C2C(=NC(Cl)=C(Br)C=2)NC1=O. (3) Given the product [Cl:17][C:18]1[N:23]=[CH:22][C:21]([CH:24]([N:25]([CH:26]2[CH2:28][CH2:27]2)[C:8]([C:7]2[C:3]([CH:2]([F:12])[F:1])=[N:4][N:5]([CH3:11])[CH:6]=2)=[O:9])[CH3:29])=[CH:20][CH:19]=1, predict the reactants needed to synthesize it. The reactants are: [F:1][CH:2]([F:12])[C:3]1[C:7]([C:8](O)=[O:9])=[CH:6][N:5]([CH3:11])[N:4]=1.S(Cl)(Cl)=O.[Cl:17][C:18]1[N:23]=[CH:22][C:21]([CH:24]([CH3:29])[NH:25][CH:26]2[CH2:28][CH2:27]2)=[CH:20][CH:19]=1.C(N(CC)CC)C. (4) Given the product [CH3:13][O:14][C:15]1[CH:20]=[C:19]([O:21][CH3:22])[CH:18]=[CH:17][C:16]=1[CH2:23][NH:24][C:2]1[CH:11]=[N:10][C:9]2[C:4](=[CH:5][CH:6]=[C:7]([CH3:12])[CH:8]=2)[N:3]=1, predict the reactants needed to synthesize it. The reactants are: Cl[C:2]1[CH:11]=[N:10][C:9]2[C:4](=[CH:5][CH:6]=[C:7]([CH3:12])[CH:8]=2)[N:3]=1.[CH3:13][O:14][C:15]1[CH:20]=[C:19]([O:21][CH3:22])[CH:18]=[CH:17][C:16]=1[CH2:23][NH2:24].CCOC(C)=O. (5) Given the product [Br:1][C:15]1[C:10]([OH:9])=[C:11]([C:16](=[O:18])[CH3:17])[CH:12]=[CH:13][CH:14]=1, predict the reactants needed to synthesize it. The reactants are: [Br:1]N1C(=O)CCC1=O.[OH:9][C:10]1[CH:15]=[CH:14][CH:13]=[CH:12][C:11]=1[C:16](=[O:18])[CH3:17].C(NC(C)C)(C)C.O. (6) The reactants are: [Cl:1][C:2]1[CH:3]=[C:4]([C:8]2[C:9]([C:22]([O:24]C)=[O:23])=[CH:10][CH:11]=[C:12]([O:14][CH2:15][C:16]3[CH:21]=[CH:20][CH:19]=[CH:18][CH:17]=3)[CH:13]=2)[CH:5]=[CH:6][CH:7]=1.CO.[OH-].[Na+].Cl. Given the product [Cl:1][C:2]1[CH:3]=[C:4]([C:8]2[C:9]([C:22]([OH:24])=[O:23])=[CH:10][CH:11]=[C:12]([O:14][CH2:15][C:16]3[CH:21]=[CH:20][CH:19]=[CH:18][CH:17]=3)[CH:13]=2)[CH:5]=[CH:6][CH:7]=1, predict the reactants needed to synthesize it. (7) Given the product [CH:1]1([CH2:4][O:5][C:6]2[C:7]([O:24][CH2:31][CH3:32])=[C:8]([C:14]3[CH:15]=[C:16]4[C:20](=[CH:21][CH:22]=3)[C:19](=[O:23])[O:18][CH2:17]4)[CH:9]=[CH:10][C:11]=2[O:12][CH3:13])[CH2:3][CH2:2]1, predict the reactants needed to synthesize it. The reactants are: [CH:1]1([CH2:4][O:5][C:6]2[C:7]([OH:24])=[C:8]([C:14]3[CH:15]=[C:16]4[C:20](=[CH:21][CH:22]=3)[C:19](=[O:23])[O:18][CH2:17]4)[CH:9]=[CH:10][C:11]=2[O:12][CH3:13])[CH2:3][CH2:2]1.C(=O)([O-])[O-].[K+].[K+].[CH2:31](I)[CH3:32]. (8) Given the product [NH2:71][C@H:61]([C:50]1[N:51]=[C:52]([C:55]#[C:56][C:57]([CH3:58])([OH:60])[CH3:59])[CH:53]=[CH:54][C:49]=1[C:48]1[C:43]2[N:44]([C:40]([NH2:39])=[N:41][N:42]=2)[C:45]([Cl:79])=[CH:46][CH:47]=1)[CH2:62][C:63]1[CH:64]=[C:65]([F:70])[CH:66]=[C:67]([F:69])[CH:68]=1, predict the reactants needed to synthesize it. The reactants are: FC1C=C(C[C@H](NC(=O)OC(C)(C)C)C2C(C3C=NC(NN)=CC=3)=CC=C(C#CC(O)(C)C)N=2)C=C(F)C=1.[NH2:39][C:40]1[N:44]2[C:45]([Cl:79])=[CH:46][CH:47]=[C:48]([C:49]3[C:50]([C@@H:61]([NH:71]C(=O)OC(C)(C)C)[CH2:62][C:63]4[CH:68]=[C:67]([F:69])[CH:66]=[C:65]([F:70])[CH:64]=4)=[N:51][C:52]([C:55]#[C:56][C:57]([OH:60])([CH3:59])[CH3:58])=[CH:53][CH:54]=3)[C:43]2=[N:42][N:41]=1. (9) Given the product [CH3:26][O:25][C:22]1[CH:23]=[C:24]2[C:19](=[CH:20][C:21]=1[O:27][CH3:28])[N:18]=[CH:17][N:16]=[C:15]2[N:10]1[CH2:11][CH2:12][S:13][CH:8]([C:3]2[CH:4]=[CH:5][CH:6]=[CH:7][C:2]=2[Cl:1])[CH2:9]1, predict the reactants needed to synthesize it. The reactants are: [Cl:1][C:2]1[CH:7]=[CH:6][CH:5]=[CH:4][C:3]=1[CH:8]1[S:13][CH2:12][CH2:11][NH:10][CH2:9]1.Cl[C:15]1[C:24]2[C:19](=[CH:20][C:21]([O:27][CH3:28])=[C:22]([O:25][CH3:26])[CH:23]=2)[N:18]=[CH:17][N:16]=1.